Dataset: Reaction yield outcomes from USPTO patents with 853,638 reactions. Task: Predict the reaction yield, written as a fraction of the theoretical maximum amount of product (1.0 means a 100% yield; for example, 0.34 means a 34% yield). The reactants are Cl[C:2]1[CH:7]=[CH:6][N:5]=[C:4]([NH2:8])[CH:3]=1.[CH3:9][C@@H:10]1[N:15]([CH3:16])[CH2:14][CH2:13][N:12]([CH2:17][CH2:18][OH:19])[CH2:11]1.[OH-].[K+]. The catalyst is CS(C)=O.O. The product is [CH3:9][C@@H:10]1[N:15]([CH3:16])[CH2:14][CH2:13][N:12]([CH2:17][CH2:18][O:19][C:2]2[CH:7]=[CH:6][N:5]=[C:4]([NH2:8])[CH:3]=2)[CH2:11]1. The yield is 0.500.